Dataset: Catalyst prediction with 721,799 reactions and 888 catalyst types from USPTO. Task: Predict which catalyst facilitates the given reaction. Reactant: [CH2:1]([OH:7])[CH2:2][CH2:3][CH2:4][CH2:5][CH3:6].[CH:8]1[N:12]=[CH:11][N:10]([C:13](N2C=NC=C2)=[O:14])[CH:9]=1.O. Product: [N:10]1([C:13]([O:7][CH2:1][CH2:2][CH2:3][CH2:4][CH2:5][CH3:6])=[O:14])[CH:9]=[CH:8][N:12]=[CH:11]1. The catalyst class is: 4.